This data is from Catalyst prediction with 721,799 reactions and 888 catalyst types from USPTO. The task is: Predict which catalyst facilitates the given reaction. Reactant: [NH:1]1[C:5]2[CH:6]=[CH:7][CH:8]=[CH:9][C:4]=2[N:3]=[N:2]1.[C:10]1([CH2:16][CH2:17][CH2:18][NH2:19])[CH:15]=[CH:14][CH:13]=[CH:12][CH:11]=1.[CH2:20]=O. Product: [N:1]1([CH2:20][NH:19][CH2:18][CH2:17][CH2:16][C:10]2[CH:15]=[CH:14][CH:13]=[CH:12][CH:11]=2)[C:5]2[CH:6]=[CH:7][CH:8]=[CH:9][C:4]=2[N:3]=[N:2]1. The catalyst class is: 4.